This data is from Reaction yield outcomes from USPTO patents with 853,638 reactions. The task is: Predict the reaction yield, written as a fraction of the theoretical maximum amount of product (1.0 means a 100% yield; for example, 0.34 means a 34% yield). (1) The reactants are [Cl:1][C:2]1[C:3]([NH:31][C:32]2[CH:41]=[CH:40][CH:39]=[CH:38][C:33]=2[C:34]([NH:36][CH3:37])=[O:35])=[N:4][C:5]([NH:8][C:9]2[CH:10]=[CH:11][C:12]3[CH2:18][CH:17]([N:19]4[CH2:24][CH2:23][N:22]([CH2:25][CH2:26][OH:27])[CH2:21][CH2:20]4)[CH2:16][CH2:15][CH2:14][C:13]=3[C:28]=2[O:29][CH3:30])=[N:6][CH:7]=1.Cl. The catalyst is C(O)C. The product is [ClH:1].[Cl:1][C:2]1[C:3]([NH:31][C:32]2[CH:41]=[CH:40][CH:39]=[CH:38][C:33]=2[C:34]([NH:36][CH3:37])=[O:35])=[N:4][C:5]([NH:8][C:9]2[CH:10]=[CH:11][C:12]3[CH2:18][CH:17]([N:19]4[CH2:24][CH2:23][N:22]([CH2:25][CH2:26][OH:27])[CH2:21][CH2:20]4)[CH2:16][CH2:15][CH2:14][C:13]=3[C:28]=2[O:29][CH3:30])=[N:6][CH:7]=1. The yield is 1.00. (2) The reactants are [CH3:1][C@@:2]1([C:22]([NH2:24])=[O:23])[C@@H:4]([C:5]2[CH:10]=[CH:9][CH:8]=[CH:7][CH:6]=2)[C@@H:3]1[C:11]1[CH:16]=[CH:15][C:14]([C:17]2O[CH:19]=[CH:20][N:21]=2)=[CH:13][CH:12]=1.BrC1C=CC([C@@H]2[C@@H](C3C=CC=CC=3)[C@H]2C(OC)=O)=CC=1.[CH3:45][N:46]1C=CN=C1[Sn](CCCC)(CCCC)CCCC. No catalyst specified. The product is [CH3:1][C@@:2]1([C:22]([NH2:24])=[O:23])[C@@H:4]([C:5]2[CH:6]=[CH:7][CH:8]=[CH:9][CH:10]=2)[C@@H:3]1[C:11]1[CH:16]=[CH:15][C:14]([C:17]2[N:46]([CH3:45])[CH:19]=[CH:20][N:21]=2)=[CH:13][CH:12]=1. The yield is 0.840.